From a dataset of Full USPTO retrosynthesis dataset with 1.9M reactions from patents (1976-2016). Predict the reactants needed to synthesize the given product. (1) Given the product [C:1]([O:5][C:6]([N:8]1[CH2:13][CH2:12][CH:11]([CH:14]2[O:23][C:17]3=[CH:18][N:19]=[C:20]([C:32]4[CH:31]=[CH:30][C:29]([NH:28][S:25]([CH3:24])(=[O:26])=[O:27])=[CH:34][CH:33]=4)[CH:21]=[C:16]3[CH2:15]2)[CH2:10][CH2:9]1)=[O:7])([CH3:4])([CH3:3])[CH3:2], predict the reactants needed to synthesize it. The reactants are: [C:1]([O:5][C:6]([N:8]1[CH2:13][CH2:12][CH:11]([CH:14]2[O:23][C:17]3=[CH:18][N:19]=[C:20](Cl)[CH:21]=[C:16]3[CH2:15]2)[CH2:10][CH2:9]1)=[O:7])([CH3:4])([CH3:3])[CH3:2].[CH3:24][S:25]([NH:28][C:29]1[CH:34]=[CH:33][C:32](B(O)O)=[CH:31][CH:30]=1)(=[O:27])=[O:26]. (2) Given the product [Cl:29][C:30]1[N:31]=[CH:32][C:33]([C:2]2[N:7]3[CH:8]=[C:9]([CH2:11][O:12][C:13]4[CH:22]=[CH:21][C:20]5[C:15](=[CH:16][CH:17]=[CH:18][CH:19]=5)[N:14]=4)[N:10]=[C:6]3[C:5]([N:23]3[CH2:28][CH2:27][O:26][CH2:25][CH2:24]3)=[N:4][CH:3]=2)=[CH:34][CH:35]=1, predict the reactants needed to synthesize it. The reactants are: Br[C:2]1[N:7]2[CH:8]=[C:9]([CH2:11][O:12][C:13]3[CH:22]=[CH:21][C:20]4[C:15](=[CH:16][CH:17]=[CH:18][CH:19]=4)[N:14]=3)[N:10]=[C:6]2[C:5]([N:23]2[CH2:28][CH2:27][O:26][CH2:25][CH2:24]2)=[N:4][CH:3]=1.[Cl:29][C:30]1[CH:35]=[CH:34][C:33](B(O)O)=[CH:32][N:31]=1. (3) Given the product [C:17]([N:13]1[CH2:14][CH2:15][CH2:16][C@H:12]1[C:4]1[N:5]2[CH:10]=[CH:9][N:8]=[C:7]([CH3:11])[C:6]2=[C:2]([C:34]2[CH:35]=[CH:36][C:31]([C:30]([NH:29][C:25]3[CH:24]=[C:23]([C:21]#[N:22])[CH:28]=[CH:27][N:26]=3)=[O:46])=[CH:32][CH:33]=2)[N:3]=1)(=[O:20])[CH:18]=[CH2:19], predict the reactants needed to synthesize it. The reactants are: Br[C:2]1[N:3]=[C:4]([C@@H:12]2[CH2:16][CH2:15][CH2:14][N:13]2[C:17](=[O:20])[CH:18]=[CH2:19])[N:5]2[CH:10]=[CH:9][N:8]=[C:7]([CH3:11])[C:6]=12.[C:21]([C:23]1[CH:28]=[CH:27][N:26]=[C:25]([NH:29][C:30](=[O:46])[C:31]2[CH:36]=[CH:35][C:34](B3OC(C)(C)C(C)(C)O3)=[CH:33][CH:32]=2)[CH:24]=1)#[N:22]. (4) Given the product [O:1]=[C:2]1[CH2:6][CH2:5][C@:4]([C:11]2[CH:12]=[CH:13][CH:14]=[CH:15][CH:16]=2)([C:7]([O:9][CH3:10])=[O:8])[CH2:3]1, predict the reactants needed to synthesize it. The reactants are: [OH:1][C@@H:2]1[CH2:6][CH2:5][C@:4]([C:11]2[CH:16]=[CH:15][CH:14]=[CH:13][CH:12]=2)([C:7]([O:9][CH3:10])=[O:8])[CH2:3]1.CC(OI1(OC(C)=O)(OC(C)=O)OC(=O)C2C=CC=CC1=2)=O.